From a dataset of Reaction yield outcomes from USPTO patents with 853,638 reactions. Predict the reaction yield, written as a fraction of the theoretical maximum amount of product (1.0 means a 100% yield; for example, 0.34 means a 34% yield). (1) The reactants are [OH-].[K+].Br[CH2:4][CH:5]1[CH2:7][C:6]1([F:9])[F:8].[SH:10][CH2:11][CH2:12][C:13]([OH:15])=[O:14]. The catalyst is CO. The product is [F:8][C:6]1([F:9])[CH2:7][CH:5]1[CH2:4][S:10][CH2:11][CH2:12][C:13]([OH:15])=[O:14]. The yield is 0.840. (2) The reactants are [CH3:1][O:2][C:3]1[CH:8]=[CH:7][CH:6]=[CH:5][C:4]=1[N:9]1[CH2:14][CH2:13][N:12]([CH2:15][CH2:16][C:17]([NH:19][NH2:20])=[O:18])[CH2:11][CH2:10]1.[CH:21]1([N:29]=[C:30]=[O:31])[CH2:28][CH2:27][CH2:26][CH2:25][CH2:24][CH2:23][CH2:22]1.CCCCCC. The catalyst is C1(C)C=CC=CC=1. The product is [CH:21]1([NH:29][C:30]([NH:20][NH:19][C:17](=[O:18])[CH2:16][CH2:15][N:12]2[CH2:11][CH2:10][N:9]([C:4]3[CH:5]=[CH:6][CH:7]=[CH:8][C:3]=3[O:2][CH3:1])[CH2:14][CH2:13]2)=[O:31])[CH2:28][CH2:27][CH2:26][CH2:25][CH2:24][CH2:23][CH2:22]1. The yield is 0.840. (3) The reactants are [OH:1][C:2]1[CH:7]=[CH:6][C:5]([CH2:8][C:9]([O:11][CH2:12][CH3:13])=[O:10])=[CH:4][CH:3]=1.C([O-])([O-])=O.[K+].[K+].Cl[CH2:21][C:22]1[CH:31]=[CH:30][C:29]2[C:24](=[CH:25][CH:26]=[CH:27][CH:28]=2)[N:23]=1. No catalyst specified. The product is [N:23]1[C:24]2[C:29](=[CH:28][CH:27]=[CH:26][CH:25]=2)[CH:30]=[CH:31][C:22]=1[CH2:21][O:1][C:2]1[CH:3]=[CH:4][C:5]([CH2:8][C:9]([O:11][CH2:12][CH3:13])=[O:10])=[CH:6][CH:7]=1. The yield is 0.890.